Dataset: Full USPTO retrosynthesis dataset with 1.9M reactions from patents (1976-2016). Task: Predict the reactants needed to synthesize the given product. (1) Given the product [C:29]([N:15]1[CH2:16][CH2:17][C@H:13]([NH:12][C:11]2[C:2]([CH3:1])=[N:3][C:4]3[C:9]([N:10]=2)=[C:8]([C:18]2[NH:26][C:25]4[CH2:24][CH2:23][NH:22][C:21](=[O:27])[C:20]=4[CH:19]=2)[CH:7]=[CH:6][CH:5]=3)[CH2:14]1)(=[O:30])[CH3:28], predict the reactants needed to synthesize it. The reactants are: [CH3:1][C:2]1[C:11]([NH:12][C@H:13]2[CH2:17][CH2:16][NH:15][CH2:14]2)=[N:10][C:9]2[C:4](=[CH:5][CH:6]=[CH:7][C:8]=2[C:18]2[NH:26][C:25]3[CH2:24][CH2:23][NH:22][C:21](=[O:27])[C:20]=3[CH:19]=2)[N:3]=1.[CH3:28][C:29](OC(C)=O)=[O:30]. (2) The reactants are: [C:1]([O:5][C:6]([NH:8][CH:9]([C:11]([OH:13])=O)[CH3:10])=[O:7])([CH3:4])([CH3:3])[CH3:2].C(N(CC)CC)C.C(Cl)(=O)OCC(C)C.[NH2:29][C:30]1[CH:39]=[CH:38][C:33]([C:34]([O:36][CH3:37])=[O:35])=[CH:32][C:31]=1[S:40][CH2:41][CH2:42][C:43]([O:45][CH2:46][CH:47]([CH2:52][CH3:53])[CH2:48][CH2:49][CH2:50][CH3:51])=[O:44]. Given the product [C:1]([O:5][C:6]([NH:8][C@H:9]([C:11]([NH:29][C:30]1[CH:39]=[CH:38][C:33]([C:34]([O:36][CH3:37])=[O:35])=[CH:32][C:31]=1[S:40][CH2:41][CH2:42][C:43]([O:45][CH2:46][CH:47]([CH2:52][CH3:53])[CH2:48][CH2:49][CH2:50][CH3:51])=[O:44])=[O:13])[CH3:10])=[O:7])([CH3:2])([CH3:3])[CH3:4], predict the reactants needed to synthesize it. (3) Given the product [Cl:1][C:2]1[CH:7]=[CH:6][CH:5]=[CH:4][C:3]=1[C:8]([NH:17][CH:18]([CH:20]([CH3:22])[CH3:21])[CH3:19])=[C:9]([C:12](=[N:26][O:24][CH3:25])[CH2:13][CH2:14][CH3:15])[C:10]#[N:11], predict the reactants needed to synthesize it. The reactants are: [Cl:1][C:2]1[CH:7]=[CH:6][CH:5]=[CH:4][C:3]=1[C:8]([NH:17][CH:18]([CH:20]([CH3:22])[CH3:21])[CH3:19])=[C:9]([C:12](=O)[CH2:13][CH2:14][CH3:15])[C:10]#[N:11].Cl.[O:24]([NH2:26])[CH3:25]. (4) Given the product [N:12]1[CH:13]=[CH:14][CH:15]=[CH:16][C:17]=1[CH2:20][O:1][C:2]1[CH:3]=[CH:4][C:5]([C:6]([O:8][CH3:9])=[O:7])=[CH:10][CH:11]=1, predict the reactants needed to synthesize it. The reactants are: [OH:1][C:2]1[CH:11]=[CH:10][C:5]([C:6]([O:8][CH3:9])=[O:7])=[CH:4][CH:3]=1.[N:12]1[CH:17]=[CH:16][C:15](CO)=[CH:14][CH:13]=1.[CH3:20]N(C)CCCO. (5) Given the product [CH3:1][O:2][CH2:3][CH:4]([CH3:29])[O:5][C:6]1[CH:7]=[C:8]([O:18][C:19]2[CH:24]=[CH:23][C:22]([S:25]([CH3:28])(=[O:27])=[O:26])=[CH:21][CH:20]=2)[CH:9]=[C:10]2[C:14]=1[NH:13][C:12]([C:15]([NH2:33])=[O:16])=[CH:11]2, predict the reactants needed to synthesize it. The reactants are: [CH3:1][O:2][CH2:3][CH:4]([CH3:29])[O:5][C:6]1[CH:7]=[C:8]([O:18][C:19]2[CH:24]=[CH:23][C:22]([S:25]([CH3:28])(=[O:27])=[O:26])=[CH:21][CH:20]=2)[CH:9]=[C:10]2[C:14]=1[NH:13][C:12]([C:15](O)=[O:16])=[CH:11]2.Cl.C([N:33]=C=NCCCN(C)C)C.[NH4+].ON1C2C=CC=CC=2N=N1.